Predict the product of the given reaction. From a dataset of Forward reaction prediction with 1.9M reactions from USPTO patents (1976-2016). (1) Given the reactants Br[C:2]1[CH:19]=[CH:18][C:5]2[CH:6]3[CH2:17][CH:8]([C:9]4[S:13][C:12]([C:14]([NH2:16])=[O:15])=[N:11][C:10]=4[C:4]=2[CH:3]=1)[CH2:7]3.[CH3:20][C:21]1[O:25][N:24]=[C:23]([C@:26]([OH:30])([C:28]#[CH:29])[CH3:27])[N:22]=1, predict the reaction product. The product is: [OH:30][C@:26]([C:23]1[N:22]=[C:21]([CH3:20])[O:25][N:24]=1)([CH3:27])[C:28]#[C:29][C:2]1[CH:19]=[CH:18][C:5]2[CH:6]3[CH2:17][CH:8]([C:9]4[S:13][C:12]([C:14]([NH2:16])=[O:15])=[N:11][C:10]=4[C:4]=2[CH:3]=1)[CH2:7]3. (2) Given the reactants Cl.[NH2:2][C@H:3]1[C:12]2[C:7]3=[C:8]([C:13]4[N:14]([C:17]5[CH:18]=[C:19]([C:30]([O:32][CH3:33])=[O:31])[CH:20]=[CH:21][C:22]=5[C:23]=4[CH:24]4[CH2:29][CH2:28][CH2:27][CH2:26][CH2:25]4)[CH2:15][CH2:16][N:6]3[CH2:5][CH2:4]1)[CH:9]=[CH:10][CH:11]=2.C([O-])(O)=O.[Na+].[C:39]([N:43]=[C:44]=[O:45])([CH3:42])([CH3:41])[CH3:40], predict the reaction product. The product is: [C:39]([NH:43][C:44]([NH:2][C@H:3]1[C:12]2[C:7]3=[C:8]([C:13]4[N:14]([C:17]5[CH:18]=[C:19]([C:30]([O:32][CH3:33])=[O:31])[CH:20]=[CH:21][C:22]=5[C:23]=4[CH:24]4[CH2:29][CH2:28][CH2:27][CH2:26][CH2:25]4)[CH2:15][CH2:16][N:6]3[CH2:5][CH2:4]1)[CH:9]=[CH:10][CH:11]=2)=[O:45])([CH3:42])([CH3:41])[CH3:40]. (3) Given the reactants C(=O)([O-])[O-].[K+].[K+].F[C:8]1[CH:15]=[CH:14][C:11]([C:12]#[N:13])=[CH:10][CH:9]=1.[F:16][C:17]([F:25])([C:21]([F:24])([F:23])[F:22])[CH:18]([OH:20])[CH3:19], predict the reaction product. The product is: [F:16][C:17]([CH:18]([O:20][C:8]1[CH:15]=[CH:14][C:11]([C:12]#[N:13])=[CH:10][CH:9]=1)[CH3:19])([F:25])[C:21]([F:24])([F:23])[F:22]. (4) Given the reactants [CH2:1]([C@H:8]([NH:18][C:19]([N:21]([CH2:30][CH2:31][N:32]([CH3:34])[CH3:33])[CH2:22][CH2:23][C:24]1[CH:29]=[CH:28][CH:27]=[CH:26][CH:25]=1)=[O:20])[CH2:9][O:10]CC1C=CC=CC=1)[C:2]1[CH:7]=[CH:6][CH:5]=[CH:4][CH:3]=1.[H][H], predict the reaction product. The product is: [CH2:1]([C@H:8]([NH:18][C:19]([N:21]([CH2:30][CH2:31][N:32]([CH3:34])[CH3:33])[CH2:22][CH2:23][C:24]1[CH:25]=[CH:26][CH:27]=[CH:28][CH:29]=1)=[O:20])[CH2:9][OH:10])[C:2]1[CH:3]=[CH:4][CH:5]=[CH:6][CH:7]=1. (5) Given the reactants [CH:1]1([N:5]2[CH2:11][CH2:10][C:9]3[S:12][C:13]([C:15]4[N:16]=[CH:17][C:18]([C:21]([O:23]C)=O)=[N:19][CH:20]=4)=[N:14][C:8]=3[CH2:7][CH2:6]2)[CH2:4][CH2:3][CH2:2]1.[Cl-].[Mg+2].[Cl-].[CH3:28][NH2:29], predict the reaction product. The product is: [CH:1]1([N:5]2[CH2:11][CH2:10][C:9]3[S:12][C:13]([C:15]4[N:16]=[CH:17][C:18]([C:21]([NH:29][CH3:28])=[O:23])=[N:19][CH:20]=4)=[N:14][C:8]=3[CH2:7][CH2:6]2)[CH2:4][CH2:3][CH2:2]1. (6) Given the reactants [N+:1]([C:4]1[N:9]=[CH:8][C:7]([N:10]2[CH2:23][C:12]3([CH2:15][N:14]([C:16]([O:18][C:19]([CH3:22])([CH3:21])[CH3:20])=[O:17])[CH2:13]3)[CH2:11]2)=[CH:6][CH:5]=1)([O-])=O.C(OCC)(=O)C, predict the reaction product. The product is: [C:19]([O:18][C:16]([N:14]1[CH2:13][C:12]2([CH2:23][N:10]([C:7]3[CH:8]=[N:9][C:4]([NH2:1])=[CH:5][CH:6]=3)[CH2:11]2)[CH2:15]1)=[O:17])([CH3:22])([CH3:20])[CH3:21]. (7) Given the reactants [NH:1]1[CH:5]=[CH:4][C:3]([O:6][CH2:7][C:8]2[C:13]([CH3:14])=[CH:12][CH:11]=[CH:10][C:9]=2[N:15]2[C:19](=[O:20])[N:18]([CH3:21])[N:17]=[N:16]2)=[N:2]1.[CH3:22][O:23][C:24]1[C:29](B(O)O)=[CH:28][CH:27]=[CH:26][N:25]=1, predict the reaction product. The product is: [CH3:22][O:23][C:24]1[C:29]([N:1]2[CH:5]=[CH:4][C:3]([O:6][CH2:7][C:8]3[C:13]([CH3:14])=[CH:12][CH:11]=[CH:10][C:9]=3[N:15]3[C:19](=[O:20])[N:18]([CH3:21])[N:17]=[N:16]3)=[N:2]2)=[CH:28][CH:27]=[CH:26][N:25]=1. (8) The product is: [Nb:7].[OH2:3].[O-2:3].[Ta+5:27].[O-2:3].[O-2:3].[O-2:3].[O-2:3].[Ta+5:27]. Given the reactants C([O-])(=O)C([O-])=[O:3].[Nb+5:7].[NH4+].C([O-])(=O)C([O-])=O.C([O-])(=O)C([O-])=O.C([O-])(=O)C([O-])=O.[Ta+5:27].C([O-])(=O)C([O-])=O.C([O-])(=O)C([O-])=O.C([O-])(=O)C([O-])=O.C([O-])(=O)C([O-])=O.[Ta+5], predict the reaction product. (9) Given the reactants [N+:1]([C:4]1[S:8][C:7](/[CH:9]=[CH:10]/[C:11]2[N:12]=[C:13]([NH:16][C:17](=[O:19])[CH3:18])[S:14][CH:15]=2)=[CH:6][CH:5]=1)([O-])=O.CN(C)C=O.CO.C(OCC)(=O)C, predict the reaction product. The product is: [NH2:1][C:4]1[S:8][C:7](/[CH:9]=[CH:10]/[C:11]2[N:12]=[C:13]([NH:16][C:17](=[O:19])[CH3:18])[S:14][CH:15]=2)=[CH:6][CH:5]=1. (10) Given the reactants [N:1]([C:4]1[CH:9]=[CH:8][N:7]=[CH:6][C:5]=1/[CH:10]=[N:11]/[C:12]1[C:17]([Cl:18])=[CH:16][CH:15]=[CH:14][C:13]=1[Cl:19])=[N+]=[N-], predict the reaction product. The product is: [Cl:19][C:13]1[CH:14]=[CH:15][CH:16]=[C:17]([Cl:18])[C:12]=1[N:11]1[CH:10]=[C:5]2[CH:6]=[N:7][CH:8]=[CH:9][C:4]2=[N:1]1.